This data is from Peptide-MHC class I binding affinity with 185,985 pairs from IEDB/IMGT. The task is: Regression. Given a peptide amino acid sequence and an MHC pseudo amino acid sequence, predict their binding affinity value. This is MHC class I binding data. The peptide sequence is LEPIPESCT. The MHC is Mamu-A01 with pseudo-sequence Mamu-A01. The binding affinity (normalized) is 0.